From a dataset of Catalyst prediction with 721,799 reactions and 888 catalyst types from USPTO. Predict which catalyst facilitates the given reaction. (1) Reactant: C(OC([N:8]1[CH2:13][CH2:12][N:11]([C:14]2[N:19]=[CH:18][C:17]([C:20]3[CH:25]=[CH:24][C:23]([F:26])=[CH:22][CH:21]=3)=[CH:16][N:15]=2)[CH2:10][CH2:9]1)=O)(C)(C)C.CO.[Cl:29]CCl.[ClH:32]. Product: [ClH:29].[ClH:32].[F:26][C:23]1[CH:24]=[CH:25][C:20]([C:17]2[CH:16]=[N:15][C:14]([N:11]3[CH2:12][CH2:13][NH:8][CH2:9][CH2:10]3)=[N:19][CH:18]=2)=[CH:21][CH:22]=1. The catalyst class is: 27. (2) Reactant: C([N:8]1[CH2:12][CH2:11][C@:10]([C:23]2[CH:28]=[CH:27][C:26]([C:29]([OH:38])([C:34]([F:37])([F:36])[F:35])[C:30]([F:33])([F:32])[F:31])=[C:25]([F:39])[CH:24]=2)([S:13]([C:16]2[CH:21]=[CH:20][C:19]([F:22])=[CH:18][CH:17]=2)(=[O:15])=[O:14])[CH2:9]1)C1C=CC=CC=1.[ClH:40]. Product: [F:37][C:34]([F:35])([F:36])[C:29]([C:26]1[CH:27]=[CH:28][C:23]([C@:10]2([S:13]([C:16]3[CH:21]=[CH:20][C:19]([F:22])=[CH:18][CH:17]=3)(=[O:14])=[O:15])[CH2:11][CH2:12][NH:8][CH2:9]2)=[CH:24][C:25]=1[F:39])([OH:38])[C:30]([F:33])([F:32])[F:31].[ClH:40]. The catalyst class is: 105.